From a dataset of Full USPTO retrosynthesis dataset with 1.9M reactions from patents (1976-2016). Predict the reactants needed to synthesize the given product. (1) Given the product [CH3:33][C:32]([CH3:35])([CH3:34])[C:31]([O:1]/[C:2](/[C:16]1[N:20]([CH3:21])[N:19]=[C:18]([CH3:22])[C:17]=1[CH3:23])=[C:3](\[C:6]1[CH:7]=[CH:8][C:9]([C:12]([CH3:15])([CH3:14])[CH3:13])=[CH:10][CH:11]=1)/[C:4]#[N:5])=[O:36], predict the reactants needed to synthesize it. The reactants are: [O:1]=[C:2]([C:16]1[N:20]([CH3:21])[N:19]=[C:18]([CH3:22])[C:17]=1[CH3:23])[CH:3]([C:6]1[CH:11]=[CH:10][C:9]([C:12]([CH3:15])([CH3:14])[CH3:13])=[CH:8][CH:7]=1)[C:4]#[N:5].C(N(CC)CC)C.[C:31](Cl)(=[O:36])[C:32]([CH3:35])([CH3:34])[CH3:33]. (2) Given the product [CH3:1][C:2]1[CH:3]=[CH:4][C:5]([C:21]([NH:23][C:24]2[CH:25]=[C:26]([C:36]([F:38])([F:39])[F:37])[CH:27]=[C:28]([N:30]3[CH:34]=[N:33][C:32]([CH3:35])=[CH:31]3)[CH:29]=2)=[O:22])=[CH:6][C:7]=1[NH:8][C:9]1[N:10]=[CH:11][CH:12]=[C:13]([C:15]2[CH:16]=[CH:17][CH:18]=[N:19][CH:20]=2)[N:14]=1.[C:45]([O-:50])(=[O:49])[C:46]([O-:48])=[O:47], predict the reactants needed to synthesize it. The reactants are: [CH3:1][C:2]1[CH:3]=[CH:4][C:5]([C:21]([NH:23][C:24]2[CH:25]=[C:26]([C:36]([F:39])([F:38])[F:37])[CH:27]=[C:28]([N:30]3[CH:34]=[N:33][C:32]([CH3:35])=[CH:31]3)[CH:29]=2)=[O:22])=[CH:6][C:7]=1[NH:8][C:9]1[N:10]=[CH:11][CH:12]=[C:13]([C:15]2[CH:16]=[CH:17][CH:18]=[N:19][CH:20]=2)[N:14]=1.CN(C)C=O.[C:45]([OH:50])(=[O:49])[C:46]([OH:48])=[O:47]. (3) Given the product [C:2]1([NH:1][C:11](=[O:12])[CH:10]=[C:9]([CH3:14])[CH3:8])[CH:7]=[CH:6][CH:5]=[CH:4][CH:3]=1, predict the reactants needed to synthesize it. The reactants are: [NH2:1][C:2]1[CH:7]=[CH:6][CH:5]=[CH:4][CH:3]=1.[CH3:8][C:9]([CH3:14])=[CH:10][C:11](Cl)=[O:12]. (4) Given the product [Cl:1][C:2]1[CH:7]=[CH:6][C:5]([C@@:8]23[O:15][C@:12]([CH:16]([OH:23])[C:17]#[CH:18])([CH2:13][O:14]2)[C@@H:11]([OH:24])[C@H:10]([OH:25])[C@H:9]3[OH:26])=[CH:4][C:3]=1[CH2:27][C:28]1[CH:29]=[CH:30][C:31]([O:34][CH2:35][CH3:36])=[CH:32][CH:33]=1, predict the reactants needed to synthesize it. The reactants are: [Cl:1][C:2]1[CH:7]=[CH:6][C:5]([C@@:8]23[O:15][C@:12]([CH:16]([OH:23])[C:17]#[C:18][Si](C)(C)C)([CH2:13][O:14]2)[C@@H:11]([OH:24])[C@H:10]([OH:25])[C@H:9]3[OH:26])=[CH:4][C:3]=1[CH2:27][C:28]1[CH:33]=[CH:32][C:31]([O:34][CH2:35][CH3:36])=[CH:30][CH:29]=1.[OH-].[Na+].[Cl-].[NH4+]. (5) Given the product [O:35]1[C:39]2[CH:40]=[CH:41][C:42]([C:44]#[C:45][C:46]([N:48]3[CH2:49][CH2:50][C:51]4([CH2:52][N:53]([C:6](=[O:8])[C:5]5[CH:4]=[CH:3][C:2]([Br:1])=[CH:10][CH:9]=5)[CH2:54]4)[CH2:55][CH2:56]3)=[O:47])=[CH:43][C:38]=2[O:37][CH2:36]1, predict the reactants needed to synthesize it. The reactants are: [Br:1][C:2]1[CH:10]=[CH:9][C:5]([C:6]([OH:8])=O)=[CH:4][CH:3]=1.C(Cl)CCl.C1C=CC2N(O)N=NC=2C=1.CCN(C(C)C)C(C)C.Cl.[O:35]1[C:39]2[CH:40]=[CH:41][C:42]([C:44]#[C:45][C:46]([N:48]3[CH2:56][CH2:55][C:51]4([CH2:54][NH:53][CH2:52]4)[CH2:50][CH2:49]3)=[O:47])=[CH:43][C:38]=2[O:37][CH2:36]1. (6) Given the product [C:13]([O:17][C:18]([NH:20][CH2:21][C:22]1[O:12][N:11]=[C:10]([C:5]2[CH:6]=[CH:7][CH:8]=[CH:9][N:4]=2)[CH:23]=1)=[O:19])([CH3:16])([CH3:15])[CH3:14], predict the reactants needed to synthesize it. The reactants are: Cl[O-].[Na+].[N:4]1[CH:9]=[CH:8][CH:7]=[CH:6][C:5]=1[CH:10]=[N:11][OH:12].[C:13]([O:17][C:18]([NH:20][CH2:21][C:22]#[CH:23])=[O:19])([CH3:16])([CH3:15])[CH3:14].